Dataset: Ames mutagenicity test results for genotoxicity prediction. Task: Regression/Classification. Given a drug SMILES string, predict its toxicity properties. Task type varies by dataset: regression for continuous values (e.g., LD50, hERG inhibition percentage) or binary classification for toxic/non-toxic outcomes (e.g., AMES mutagenicity, cardiotoxicity, hepatotoxicity). Dataset: ames. The compound is O=C1OCC(C(Br)Br)=C1Br. The result is 1 (mutagenic).